This data is from Full USPTO retrosynthesis dataset with 1.9M reactions from patents (1976-2016). The task is: Predict the reactants needed to synthesize the given product. (1) Given the product [F:1][C:2]1[C:7]([F:8])=[CH:6][CH:5]=[CH:4][C:3]=1[CH2:9][S:10][C:11]1[N:16]=[C:15]([NH:17][S:18]([N:21]2[CH2:22][CH2:23][CH2:24]2)(=[O:20])=[O:19])[CH:14]=[C:13]([S:25][CH:26]([CH2:27][OH:28])[CH2:31][OH:30])[N:12]=1, predict the reactants needed to synthesize it. The reactants are: [F:1][C:2]1[C:7]([F:8])=[CH:6][CH:5]=[CH:4][C:3]=1[CH2:9][S:10][C:11]1[N:16]=[C:15]([NH:17][S:18]([N:21]2[CH2:24][CH2:23][CH2:22]2)(=[O:20])=[O:19])[CH:14]=[C:13]([S:25][CH:26]2[CH2:31][O:30]C(C3C=CC=CC=3)[O:28][CH2:27]2)[N:12]=1.C1(C)C=CC(S([O-])(=O)=O)=CC=1.[NH+]1C=CC=CC=1. (2) Given the product [CH:32]1([C:35]([NH:1][C:2]2[S:3][C:4]3[C:9]([N:10]=2)=[CH:8][CH:7]=[C:6]([O:11][C:12]2[CH:13]=[C:14]([NH:19][C:20](=[O:31])[C:21]4[CH:26]=[CH:25][CH:24]=[C:23]([C:27]([F:30])([F:29])[F:28])[CH:22]=4)[CH:15]=[CH:16][C:17]=2[CH3:18])[N:5]=3)=[O:36])[CH2:34][CH2:33]1, predict the reactants needed to synthesize it. The reactants are: [NH2:1][C:2]1[S:3][C:4]2[C:9]([N:10]=1)=[CH:8][CH:7]=[C:6]([O:11][C:12]1[CH:13]=[C:14]([NH:19][C:20](=[O:31])[C:21]3[CH:26]=[CH:25][CH:24]=[C:23]([C:27]([F:30])([F:29])[F:28])[CH:22]=3)[CH:15]=[CH:16][C:17]=1[CH3:18])[N:5]=2.[CH:32]1([C:35](Cl)=[O:36])[CH2:34][CH2:33]1. (3) Given the product [F:16][C:17]1[C:22]([F:23])=[CH:21][CH:20]=[CH:19][C:18]=1[C:24]1[N:29]=[C:28]([N:30]2[CH2:31][CH2:32][N:33]([C:8]([NH:7][C:6]3[N:2]([CH3:1])[N:3]=[CH:4][CH:5]=3)=[O:15])[CH2:34][CH2:35]2)[CH:27]=[CH:26][CH:25]=1, predict the reactants needed to synthesize it. The reactants are: [CH3:1][N:2]1[C:6]([NH:7][C:8](=[O:15])OCC(Cl)(Cl)Cl)=[CH:5][CH:4]=[N:3]1.[F:16][C:17]1[C:22]([F:23])=[CH:21][CH:20]=[CH:19][C:18]=1[C:24]1[N:29]=[C:28]([N:30]2[CH2:35][CH2:34][NH:33][CH2:32][CH2:31]2)[CH:27]=[CH:26][CH:25]=1. (4) Given the product [CH3:29][N:30]([CH3:40])[C:31]1[N:32]([C:2]2[N:3]=[C:4]([N:23]3[CH2:28][CH2:27][O:26][CH2:25][CH2:24]3)[C:5]3[N:11]=[C:10]([CH2:12][N:13]4[CH2:18][CH2:17][CH:16]([C:19]([OH:22])([CH3:21])[CH3:20])[CH2:15][CH2:14]4)[CH:9]=[CH:8][C:6]=3[N:7]=2)[C:33]2[CH:39]=[CH:38][CH:37]=[CH:36][C:34]=2[N:35]=1, predict the reactants needed to synthesize it. The reactants are: Cl[C:2]1[N:3]=[C:4]([N:23]2[CH2:28][CH2:27][O:26][CH2:25][CH2:24]2)[C:5]2[N:11]=[C:10]([CH2:12][N:13]3[CH2:18][CH2:17][CH:16]([C:19]([OH:22])([CH3:21])[CH3:20])[CH2:15][CH2:14]3)[CH:9]=[CH:8][C:6]=2[N:7]=1.[CH3:29][N:30]([CH3:40])[C:31]1[NH:35][C:34]2[CH:36]=[CH:37][CH:38]=[CH:39][C:33]=2[N:32]=1. (5) Given the product [O:9]=[C:10]1[CH2:13][CH:12]([C:14]([O:1][N:2]2[C:6](=[O:7])[CH2:5][CH2:4][C:3]2=[O:8])=[O:15])[CH2:11]1, predict the reactants needed to synthesize it. The reactants are: [OH:1][N:2]1[C:6](=[O:7])[CH2:5][CH2:4][C:3]1=[O:8].[O:9]=[C:10]1[CH2:13][CH:12]([C:14](O)=[O:15])[CH2:11]1.C1CCC(N=C=NC2CCCCC2)CC1. (6) The reactants are: Cl[CH2:2][CH2:3][CH2:4][CH2:5][CH2:6][CH2:7][S:8][C:9]1[CH:14]=[CH:13][CH:12]=[CH:11][CH:10]=1.[NH:15]1[CH2:20][CH2:19][CH:18]([C:21]2[CH:22]=[C:23]([NH:27][C:28]([CH:30]3[CH2:32][CH2:31]3)=[O:29])[CH:24]=[CH:25][CH:26]=2)[CH2:17][CH2:16]1. Given the product [C:9]1([S:8][CH2:7][CH2:6][CH2:5][CH2:4][CH2:3][CH2:2][N:15]2[CH2:20][CH2:19][CH:18]([C:21]3[CH:22]=[C:23]([NH:27][C:28]([CH:30]4[CH2:31][CH2:32]4)=[O:29])[CH:24]=[CH:25][CH:26]=3)[CH2:17][CH2:16]2)[CH:14]=[CH:13][CH:12]=[CH:11][CH:10]=1, predict the reactants needed to synthesize it.